This data is from Forward reaction prediction with 1.9M reactions from USPTO patents (1976-2016). The task is: Predict the product of the given reaction. (1) Given the reactants [F:1][C:2]([F:11])([F:10])[C:3]1[CH:9]=[CH:8][C:6]([NH2:7])=[CH:5][CH:4]=1.O=[C:13]([CH2:19][CH3:20])[CH2:14][C:15]([O:17][CH3:18])=[O:16].C1(C)C=CC=CC=1.C(O)(=O)C, predict the reaction product. The product is: [F:1][C:2]([F:10])([F:11])[C:3]1[CH:9]=[CH:8][C:6]([NH:7][C:13]([CH2:19][CH3:20])=[CH:14][C:15]([O:17][CH3:18])=[O:16])=[CH:5][CH:4]=1. (2) Given the reactants [NH2:1][C:2]1[CH:3]=[CH:4][C:5]([O:18][C:19]([F:22])([F:21])[F:20])=[C:6]([NH:8][C:9](=[O:17])[CH2:10][N:11]2[CH2:16][CH2:15][O:14][CH2:13][CH2:12]2)[CH:7]=1.[C:23]1([C:29]2[S:33][C:32]([C:34](O)=[O:35])=[CH:31][CH:30]=2)[CH:28]=[CH:27][CH:26]=[CH:25][CH:24]=1.F[P-](F)(F)(F)(F)F.N1(O[P+](N2CCCC2)(N2CCCC2)N2CCCC2)C2C=CC=CC=2N=N1.C(N(C(C)C)CC)(C)C, predict the reaction product. The product is: [N:11]1([CH2:10][C:9]([NH:8][C:6]2[CH:7]=[C:2]([NH:1][C:34]([C:32]3[S:33][C:29]([C:23]4[CH:24]=[CH:25][CH:26]=[CH:27][CH:28]=4)=[CH:30][CH:31]=3)=[O:35])[CH:3]=[CH:4][C:5]=2[O:18][C:19]([F:21])([F:22])[F:20])=[O:17])[CH2:12][CH2:13][O:14][CH2:15][CH2:16]1. (3) Given the reactants C(Cl)(=O)C(Cl)=O.[CH:7]([N:20]1[CH2:23][CH:22]([OH:24])[CH2:21]1)([C:14]1[CH:19]=[CH:18][CH:17]=[CH:16][CH:15]=1)[C:8]1[CH:13]=[CH:12][CH:11]=[CH:10][CH:9]=1.CCN(CC)CC.O, predict the reaction product. The product is: [CH:7]([N:20]1[CH2:23][C:22](=[O:24])[CH2:21]1)([C:14]1[CH:19]=[CH:18][CH:17]=[CH:16][CH:15]=1)[C:8]1[CH:9]=[CH:10][CH:11]=[CH:12][CH:13]=1.